Dataset: Catalyst prediction with 721,799 reactions and 888 catalyst types from USPTO. Task: Predict which catalyst facilitates the given reaction. (1) Reactant: [N+:1]([C:4]1[CH:5]=[C:6]2[C:11](=[CH:12][CH:13]=1)[N:10]([CH2:14][C:15]([O:17][CH2:18][CH3:19])=[O:16])[C:9](=[O:20])[CH2:8][CH2:7]2)([O-])=O.C([O-])=O.[NH4+]. Product: [NH2:1][C:4]1[CH:5]=[C:6]2[C:11](=[CH:12][CH:13]=1)[N:10]([CH2:14][C:15]([O:17][CH2:18][CH3:19])=[O:16])[C:9](=[O:20])[CH2:8][CH2:7]2. The catalyst class is: 314. (2) Reactant: N[C:2]1[CH:7]=[CH:6][C:5](O)=[CH:4][CH:3]=1.[CH3:9][C:10]([O-:13])(C)C.[K+].[C:15]([O-:18])([O-])=[O:16].[K+].[K+].Cl[CH:22]1N(C2C(C)=CC=CC=2Cl)C=CS1.[Na+].[Cl-]. Product: [C:10]([C:2]1[CH:7]=[CH:6][C:5]([C:15]([O:18][CH3:22])=[O:16])=[CH:4][CH:3]=1)(=[O:13])[CH3:9]. The catalyst class is: 3.